From a dataset of Full USPTO retrosynthesis dataset with 1.9M reactions from patents (1976-2016). Predict the reactants needed to synthesize the given product. (1) The reactants are: Cl[C:2]1[N:7]=[CH:6][N:5]=[C:4]([NH2:8])[CH:3]=1.[NH2:9][C:10]1[N:15]=[CH:14][C:13]([C:16]2[CH:21]=[CH:20][C:19]([C:22]3[C:23]([OH:32])=[CH:24][C:25]([C:28]([F:31])([F:30])[F:29])=[CH:26][CH:27]=3)=[CH:18][C:17]=2[F:33])=[CH:12][N:11]=1. Given the product [NH2:8][C:4]1[N:5]=[CH:6][N:7]=[C:2]([O:32][C:23]2[CH:24]=[C:25]([C:28]([F:29])([F:30])[F:31])[CH:26]=[CH:27][C:22]=2[C:19]2[CH:20]=[CH:21][C:16]([C:13]3[CH:12]=[N:11][C:10]([NH2:9])=[N:15][CH:14]=3)=[C:17]([F:33])[CH:18]=2)[CH:3]=1, predict the reactants needed to synthesize it. (2) Given the product [Cl:31][C:28]1[CH:27]=[CH:26][C:25]([CH2:24][O:23][C:18]2[CH:19]=[CH:20][CH:21]=[CH:22][C:17]=2[C:12]2[N:11]([C:7]3[CH:6]=[C:5]([CH:10]=[CH:9][CH:8]=3)[C:4]([OH:32])=[O:3])[C:15]([CH3:16])=[CH:14][CH:13]=2)=[CH:30][CH:29]=1, predict the reactants needed to synthesize it. The reactants are: C([O:3][C:4](=[O:32])[C:5]1[CH:10]=[CH:9][CH:8]=[C:7]([N:11]2[C:15]([CH3:16])=[CH:14][CH:13]=[C:12]2[C:17]2[CH:22]=[CH:21][CH:20]=[CH:19][C:18]=2[O:23][CH2:24][C:25]2[CH:30]=[CH:29][C:28]([Cl:31])=[CH:27][CH:26]=2)[CH:6]=1)C.[OH-].[Na+]. (3) Given the product [CH3:23][C:2]1([CH3:1])[C:22]2[C:7](=[CH:8][C:9]3[CH2:15][CH2:14][N:13]([C:16]([O:18][CH2:19][CH3:20])=[O:17])[CH2:12][CH2:11][C:10]=3[CH:21]=2)[NH:6][C:4](=[O:5])[CH2:3]1, predict the reactants needed to synthesize it. The reactants are: [CH3:1][C:2]([CH3:23])=[CH:3][C:4]([NH:6][C:7]1[CH:22]=[CH:21][C:10]2[CH2:11][CH2:12][N:13]([C:16]([O:18][CH2:19][CH3:20])=[O:17])[CH2:14][CH2:15][C:9]=2[CH:8]=1)=[O:5].[Cl-].[Al+3].[Cl-].[Cl-]. (4) Given the product [CH3:1][O:2][C:3]1[CH:4]=[CH:9][C:10]([S:47]([CH3:17])=[O:50])=[CH:11][C:54]=1[C:53]([O:56][CH3:57])=[O:55], predict the reactants needed to synthesize it. The reactants are: [CH3:1][O:2][C:3]1C=[CH:11][C:10](C)=[CH:9][C:4]=1C(OC)=S.[Br-].[Br-].[Br-].[C:17]1([N+](C)(C)C)C=CC=CC=1.C1([N+](C)(C)C)C=CC=CC=1.C1([N+](C)(C)C)C=CC=CC=1.[S:47](=[O:50])(O)[O-].[Na+].Cl.[C:53]([O:56][CH2:57]C)(=[O:55])[CH3:54]. (5) Given the product [N:1]1[CH:6]=[CH:5][N:4]=[C:3]2[CH2:7][N:8]([C:12]([O:14][CH2:15][CH3:16])=[O:13])[CH:9]=[CH:10][C:2]=12, predict the reactants needed to synthesize it. The reactants are: [N:1]1[CH:6]=[CH:5][N:4]=[C:3]2[CH:7]=[N:8][CH:9]=[CH:10][C:2]=12.Cl[C:12]([O:14][CH2:15][CH3:16])=[O:13].[Li+].[BH4-]. (6) Given the product [F:1][C:2]1[CH:3]=[C:4]([C:8]2([CH2:14][OH:15])[CH2:13][CH2:12][CH2:11][CH2:10][CH2:9]2)[CH:5]=[CH:6][CH:7]=1, predict the reactants needed to synthesize it. The reactants are: [F:1][C:2]1[CH:3]=[C:4]([C:8]2([C:14](O)=[O:15])[CH2:13][CH2:12][CH2:11][CH2:10][CH2:9]2)[CH:5]=[CH:6][CH:7]=1.[H-].[Al+3].[Li+].[H-].[H-].[H-]. (7) The reactants are: [CH3:1][O:2][C:3](=[O:12])[C:4]1[CH:9]=[C:8]([OH:10])[CH:7]=[C:6](Br)[CH:5]=1.B(O)(O)[C:14]1[CH:15]=[CH:16][C:17]([CH3:20])=[CH:18][CH:19]=1.C(=O)([O-])[O-].[Cs+].[Cs+]. Given the product [OH:10][C:8]1[CH:9]=[C:4]([C:3]([O:2][CH3:1])=[O:12])[CH:5]=[C:6]([C:14]2[CH:19]=[CH:18][C:17]([CH3:20])=[CH:16][CH:15]=2)[CH:7]=1, predict the reactants needed to synthesize it. (8) Given the product [C:26]([C:23]1[CH:24]=[CH:25][C:20]([NH:1][C:2]2[CH:7]=[CH:6][CH:5]=[CH:4][C:3]=2[C:8]2[CH:13]=[CH:12][C:11]([O:14][C:15]([F:16])([F:17])[F:18])=[CH:10][CH:9]=2)=[CH:21][CH:22]=1)([CH3:29])([CH3:28])[CH3:27], predict the reactants needed to synthesize it. The reactants are: [NH2:1][C:2]1[CH:7]=[CH:6][CH:5]=[CH:4][C:3]=1[C:8]1[CH:13]=[CH:12][C:11]([O:14][C:15]([F:18])([F:17])[F:16])=[CH:10][CH:9]=1.Br[C:20]1[CH:25]=[CH:24][C:23]([C:26]([CH3:29])([CH3:28])[CH3:27])=[CH:22][CH:21]=1.CC(C)([O-])C.[K+].[Cl-].[NH4+].